This data is from Full USPTO retrosynthesis dataset with 1.9M reactions from patents (1976-2016). The task is: Predict the reactants needed to synthesize the given product. (1) Given the product [C:42]([C:41]1[CH:44]=[C:37]([C:2]2[C:3]([N:22]3[CH2:26][CH2:25][C@H:24]([CH2:27][OH:28])[CH2:23]3)=[N:4][CH:5]=[C:6]([C:7]([NH:9][C:10]3[CH:15]=[CH:14][C:13]([O:16][C:17]([F:20])([F:19])[F:18])=[CH:12][CH:11]=3)=[O:8])[CH:21]=2)[CH:38]=[N:39][CH:40]=1)#[N:43], predict the reactants needed to synthesize it. The reactants are: Br[C:2]1[C:3]([N:22]2[CH2:26][CH2:25][C@H:24]([CH2:27][OH:28])[CH2:23]2)=[N:4][CH:5]=[C:6]([CH:21]=1)[C:7]([NH:9][C:10]1[CH:15]=[CH:14][C:13]([O:16][C:17]([F:20])([F:19])[F:18])=[CH:12][CH:11]=1)=[O:8].CC1(C)C(C)(C)OB([C:37]2[CH:38]=[N:39][CH:40]=[C:41]([CH:44]=2)[C:42]#[N:43])O1. (2) Given the product [CH:48]([OH:49])=[O:57].[C:1]([C:5]1[CH:9]=[C:8]([NH:10][C:11]([NH:13][C@@H:14]2[C:23]3[C:18](=[CH:19][CH:20]=[CH:21][CH:22]=3)[C@H:17]([O:24][C:25]3[CH:26]=[CH:27][C:28]4[N:29]([C:31]([N:34]5[CH2:39][CH2:38][CH2:37][CH2:36][C@@H:35]5[CH3:40])=[N:32][N:33]=4)[CH:30]=3)[CH2:16][CH2:15]2)=[O:12])[N:7]([C:41]2[CH:46]=[CH:45][CH:44]=[C:43]([CH2:47][CH2:48][N:54]3[CH2:59][CH2:58][O:57][CH2:56][CH2:55]3)[CH:42]=2)[N:6]=1)([CH3:2])([CH3:3])[CH3:4], predict the reactants needed to synthesize it. The reactants are: [C:1]([C:5]1[CH:9]=[C:8]([NH:10][C:11]([NH:13][C@@H:14]2[C:23]3[C:18](=[CH:19][CH:20]=[CH:21][CH:22]=3)[C@H:17]([O:24][C:25]3[CH:26]=[CH:27][C:28]4[N:29]([C:31]([N:34]5[CH2:39][CH2:38][CH2:37][CH2:36][C@@H:35]5[CH3:40])=[N:32][N:33]=4)[CH:30]=3)[CH2:16][CH2:15]2)=[O:12])[N:7]([C:41]2[CH:42]=[C:43]([CH2:47][CH2:48][O:49]S(C)(=O)=O)[CH:44]=[CH:45][CH:46]=2)[N:6]=1)([CH3:4])([CH3:3])[CH3:2].[NH:54]1[CH2:59][CH2:58][O:57][CH2:56][CH2:55]1. (3) Given the product [O:12]1[CH2:13][C@H:9]([NH2:8])[C@H:10]2[O:16][CH2:15][C@H:14]([NH2:17])[C@@H:11]12, predict the reactants needed to synthesize it. The reactants are: C([NH:8][C@H:9]1[CH2:13][O:12][C@@H:11]2[C@@H:14]([NH:17]CC3C=CC=CC=3)[CH2:15][O:16][C@H:10]12)C1C=CC=CC=1.[H][H]. (4) Given the product [F:1][C:2]1[CH:3]=[CH:4][C:5]([C@H:8]([NH:25][S:26]([C:29]2[CH:34]=[CH:33][CH:32]=[C:31]([C:35]([F:38])([F:36])[F:37])[CH:30]=2)(=[O:27])=[O:28])[CH2:9][C:10]([NH:12][C@@H:13]2[CH2:22][CH2:21][C:20]3[C:15](=[CH:16][CH:17]=[C:18]([CH:23]=[CH2:39])[CH:19]=3)[CH2:14]2)=[O:11])=[CH:6][CH:7]=1, predict the reactants needed to synthesize it. The reactants are: [F:1][C:2]1[CH:7]=[CH:6][C:5]([C@H:8]([NH:25][S:26]([C:29]2[CH:34]=[CH:33][CH:32]=[C:31]([C:35]([F:38])([F:37])[F:36])[CH:30]=2)(=[O:28])=[O:27])[CH2:9][C:10]([NH:12][C@@H:13]2[CH2:22][CH2:21][C:20]3[C:15](=[CH:16][CH:17]=[C:18]([CH:23]=O)[CH:19]=3)[CH2:14]2)=[O:11])=[CH:4][CH:3]=1.[CH:39](C1C=C2C(=CC=1)C[C@H](N)CC2)=C.C1C=CC2N(O)N=NC=2C=1.C(Cl)CCl. (5) Given the product [O:8]=[C:6]1[C:12]2[C:11](=[CH:18][CH:17]=[C:14]([C:15]#[N:16])[CH:13]=2)[NH:10][CH:9]=[CH:5]1, predict the reactants needed to synthesize it. The reactants are: CC1(C)O[C:6](=[O:8])[C:5](=[CH:9][NH:10][C:11]2[CH:18]=[CH:17][C:14]([C:15]#[N:16])=[CH:13][CH:12]=2)C(=O)O1.C1C=CC(C2C=CC=CC=2)=CC=1.C1C=CC(OC2C=CC=CC=2)=CC=1. (6) Given the product [F:11][C:12]1[CH:17]=[CH:16][CH:15]=[C:14]([F:18])[C:13]=1[N:19]1[C:24]2[N:25]=[C:26]([NH:37][CH2:38][C:39](=[O:40])[N:1]3[CH2:6][CH2:5][S:4][CH2:3][CH2:2]3)[N:27]=[C:28]([C:29]3[CH:34]=[CH:33][C:32]([F:35])=[CH:31][C:30]=3[CH3:36])[C:23]=2[CH:22]=[CH:21][C:20]1=[O:43], predict the reactants needed to synthesize it. The reactants are: [NH:1]1[CH2:6][CH2:5][S:4][CH2:3][CH2:2]1.C[Al](C)C.[F:11][C:12]1[CH:17]=[CH:16][CH:15]=[C:14]([F:18])[C:13]=1[N:19]1[C:24]2[N:25]=[C:26]([NH:37][CH2:38][C:39](OC)=[O:40])[N:27]=[C:28]([C:29]3[CH:34]=[CH:33][C:32]([F:35])=[CH:31][C:30]=3[CH3:36])[C:23]=2[CH:22]=[CH:21][C:20]1=[O:43]. (7) Given the product [OH:20][CH2:19][CH2:18][C:17]1[CH:21]=[CH:22][CH:23]=[CH:24][C:16]=1[C:2]#[C:1][C:3]1[CH:8]=[CH:7][C:6]([CH2:9][CH2:10][C:11]([O:13][CH3:14])=[O:12])=[CH:5][CH:4]=1, predict the reactants needed to synthesize it. The reactants are: [C:1]([C:3]1[CH:8]=[CH:7][C:6]([CH2:9][CH2:10][C:11]([O:13][CH3:14])=[O:12])=[CH:5][CH:4]=1)#[CH:2].Br[C:16]1[CH:24]=[CH:23][CH:22]=[CH:21][C:17]=1[CH2:18][CH2:19][OH:20].